Dataset: Catalyst prediction with 721,799 reactions and 888 catalyst types from USPTO. Task: Predict which catalyst facilitates the given reaction. (1) Reactant: [N+:1]([C:4]1[CH:5]=[C:6]([N:10]2[CH2:15][CH2:14][N:13]([C:16]([C:18]3[N:19]([C:24]4[CH:29]=[CH:28][CH:27]=[CH:26][CH:25]=4)[N:20]=[C:21]([CH3:23])[CH:22]=3)=[O:17])[CH2:12][CH2:11]2)[CH:7]=[CH:8][CH:9]=1)([O-])=O.[H][H]. Product: [NH2:1][C:4]1[CH:5]=[C:6]([N:10]2[CH2:11][CH2:12][N:13]([C:16]([C:18]3[N:19]([C:24]4[CH:25]=[CH:26][CH:27]=[CH:28][CH:29]=4)[N:20]=[C:21]([CH3:23])[CH:22]=3)=[O:17])[CH2:14][CH2:15]2)[CH:7]=[CH:8][CH:9]=1. The catalyst class is: 29. (2) Reactant: C([O:8][C:9]1[C:10]([CH2:19][CH2:20][CH2:21][CH2:22][CH2:23][CH2:24][CH2:25][CH2:26][CH2:27][CH2:28][CH2:29][CH2:30][CH2:31][CH2:32][CH2:33][CH3:34])=[N:11][C:12]([N:16]([CH3:18])[CH3:17])=[N:13][C:14]=1[CH3:15])C1C=CC=CC=1. Product: [CH3:18][N:16]([CH3:17])[C:12]1[N:11]=[C:10]([CH2:19][CH2:20][CH2:21][CH2:22][CH2:23][CH2:24][CH2:25][CH2:26][CH2:27][CH2:28][CH2:29][CH2:30][CH2:31][CH2:32][CH2:33][CH3:34])[C:9]([OH:8])=[C:14]([CH3:15])[N:13]=1. The catalyst class is: 105.